This data is from Full USPTO retrosynthesis dataset with 1.9M reactions from patents (1976-2016). The task is: Predict the reactants needed to synthesize the given product. (1) Given the product [C:20]([Si:24]([O:9][CH2:8][CH:5]1[CH2:6][CH2:7][C:2]([CH3:1])=[CH:3][CH2:4]1)([C:32]1[CH:37]=[CH:36][CH:35]=[CH:34][CH:33]=1)[C:26]1[CH:27]=[CH:28][CH:29]=[CH:30][CH:31]=1)([CH3:23])([CH3:21])[CH3:22], predict the reactants needed to synthesize it. The reactants are: [CH3:1][C:2]1[CH2:7][CH2:6][CH:5]([CH2:8][OH:9])[CH2:4][CH:3]=1.N1C=CN=C1.CN(C=O)C.[C:20]([Si:24]([C:32]1[CH:37]=[CH:36][CH:35]=[CH:34][CH:33]=1)([C:26]1[CH:31]=[CH:30][CH:29]=[CH:28][CH:27]=1)Cl)([CH3:23])([CH3:22])[CH3:21]. (2) Given the product [Br:1][C:2]1[C:7]([F:8])=[C:6]([CH:5]=[CH:4][C:3]=1[F:12])[NH2:9], predict the reactants needed to synthesize it. The reactants are: [Br:1][C:2]1[C:7]([F:8])=[C:6]([N+:9]([O-])=O)[CH:5]=[CH:4][C:3]=1[F:12].CC(O)=O.CCO.[OH-].[Na+].